From a dataset of Forward reaction prediction with 1.9M reactions from USPTO patents (1976-2016). Predict the product of the given reaction. (1) Given the reactants [C:1]([O-:15])(=[O:14])[CH2:2][CH2:3][NH:4][C:5](=[O:13])[C@H:6]([C:8]([CH2:11][OH:12])([CH3:10])[CH3:9])[OH:7].C([O-])(=O)C, predict the reaction product. The product is: [C:1]([OH:15])(=[O:14])[CH2:2][CH2:3][NH:4][C:5](=[O:13])[C@H:6]([C:8]([CH2:11][OH:12])([CH3:10])[CH3:9])[OH:7]. (2) The product is: [CH:1]1([NH:7][C:8]2[O:9][C:10]([CH3:24])([CH3:23])[CH:11]([C:16]3[CH:21]=[CH:20][CH:19]=[C:18]([O:22][CH3:25])[CH:17]=3)[S:12](=[O:15])(=[O:14])[N:13]=2)[CH2:6][CH2:5][CH2:4][CH2:3][CH2:2]1. Given the reactants [CH:1]1([NH:7][C:8]2[O:9][C:10]([CH3:24])([CH3:23])[CH:11]([C:16]3[CH:17]=[C:18]([OH:22])[CH:19]=[CH:20][CH:21]=3)[S:12](=[O:15])(=[O:14])[N:13]=2)[CH2:6][CH2:5][CH2:4][CH2:3][CH2:2]1.[CH3:25]C(C)([O-])C.[K+].CI, predict the reaction product. (3) Given the reactants [CH2:1]1[C:10]2[C:5](=[CH:6][CH:7]=[CH:8][CH:9]=2)[CH2:4][C:3](=[O:11])[NH:2]1.CO[CH:14](OC)[N:15]([CH3:17])[CH3:16], predict the reaction product. The product is: [CH3:14][N:15](/[CH:17]=[C:4]1/[C:3](=[O:11])[NH:2][CH2:1][C:10]2[C:5]/1=[CH:6][CH:7]=[CH:8][CH:9]=2)[CH3:16]. (4) Given the reactants [Cl:1][C:2]1[CH:7]=[CH:6][C:5]([N:8]2[CH:19]([CH2:20]I)[CH2:18][C:17]3[C:22]4[C:9]2=[N:10][CH:11]=[N:12][C:13]=4[CH:14]=[C:15]([O:25][CH3:26])[C:16]=3[O:23][CH3:24])=[CH:4][CH:3]=1.C1CCN2C(=NCCC2)CC1, predict the reaction product. The product is: [Cl:1][C:2]1[CH:7]=[CH:6][C:5]([N:8]2[C:19]([CH3:20])=[CH:18][C:17]3[C:22]4[C:9]2=[N:10][CH:11]=[N:12][C:13]=4[CH:14]=[C:15]([O:25][CH3:26])[C:16]=3[O:23][CH3:24])=[CH:4][CH:3]=1.